From a dataset of Forward reaction prediction with 1.9M reactions from USPTO patents (1976-2016). Predict the product of the given reaction. (1) Given the reactants C(OC([NH:8][C@H:9]1[C@@H:14]([N:15]2[CH:19]=[CH:18][N:17]=[N:16]2)[C@@H:13]([CH3:20])[CH2:12][N:11]([C:21]2[CH:26]=[CH:25][N:24]=[CH:23][C:22]=2[NH:27][C:28]([C:30]2[C:39]([NH:40]C(=O)OCC3C=CC=CC=3)=[CH:38][C:37]3[C:32](=[CH:33][C:34]([C:51]4[CH2:52][CH2:53][N:54]([CH3:57])[CH2:55][CH:56]=4)=[CH:35][CH:36]=3)[N:31]=2)=[O:29])[CH2:10]1)=O)(C)(C)C.Cl.O1CCOCC1, predict the reaction product. The product is: [NH2:40][C:39]1[C:30]([C:28]([NH:27][C:22]2[CH:23]=[N:24][CH:25]=[CH:26][C:21]=2[N:11]2[CH2:12][C@H:13]([CH3:20])[C@H:14]([N:15]3[CH:19]=[CH:18][N:17]=[N:16]3)[C@H:9]([NH2:8])[CH2:10]2)=[O:29])=[N:31][C:32]2[C:37]([CH:38]=1)=[CH:36][CH:35]=[C:34]([CH:51]1[CH2:56][CH2:55][N:54]([CH3:57])[CH2:53][CH2:52]1)[CH:33]=2. (2) Given the reactants [CH3:1][O:2][C:3]1[CH:4]=[C:5]2[C:10](=[CH:11][CH:12]=1)[C:9](C=O)=[CH:8][CH:7]=[CH:6]2.[CH2:15]1COC[CH2:16]1, predict the reaction product. The product is: [CH3:1][O:2][C:3]1[CH:4]=[C:5]2[C:10](=[CH:11][CH:12]=1)[CH:9]=[C:8]([CH:15]=[CH2:16])[CH:7]=[CH:6]2. (3) Given the reactants [H-].[Na+].[N:3]1([CH2:8][C:9]([C:11]2[S:12][CH:13]=[CH:14][CH:15]=2)=[O:10])[CH:7]=[N:6][CH:5]=[N:4]1.[F:16][C:17]1[CH:24]=[CH:23][CH:22]=[CH:21][C:18]=1[CH2:19]Cl, predict the reaction product. The product is: [F:16][C:17]1[CH:24]=[CH:23][CH:22]=[CH:21][C:18]=1[CH2:19][CH:8]([C:9]([C:11]1[S:12][CH:13]=[CH:14][CH:15]=1)=[O:10])[N:3]1[CH:7]=[N:6][CH:5]=[N:4]1. (4) Given the reactants [C:1]([O:5][C:6]([N:8]1[CH2:13][CH2:12][CH:11]([O:14][C:15]2[CH:16]=[CH:17][C:18]3[C:30](=[O:31])[C:29]4[C:28]5[C:23](=[CH:24][CH:25]=[C:26]([NH2:32])[CH:27]=5)[NH:22][C:21]=4[C:20]([CH3:34])([CH3:33])[C:19]=3[CH:35]=2)[CH2:10][CH2:9]1)=[O:7])([CH3:4])([CH3:3])[CH3:2].[S:36](Cl)([CH3:39])(=[O:38])=[O:37], predict the reaction product. The product is: [C:1]([O:5][C:6]([N:8]1[CH2:13][CH2:12][CH:11]([O:14][C:15]2[CH:16]=[CH:17][C:18]3[C:30](=[O:31])[C:29]4[C:28]5[C:23](=[CH:24][CH:25]=[C:26]([NH:32][S:36]([CH3:39])(=[O:38])=[O:37])[CH:27]=5)[NH:22][C:21]=4[C:20]([CH3:34])([CH3:33])[C:19]=3[CH:35]=2)[CH2:10][CH2:9]1)=[O:7])([CH3:4])([CH3:2])[CH3:3]. (5) Given the reactants C[O:2][C:3]([C:5]1[S:6][C:7]([C:27]#[C:28][C:29]([CH3:32])([CH3:31])[CH3:30])=[CH:8][C:9]=1[N:10]([C:17](=[O:26])[C:18]1[CH:23]=[CH:22][C:21]([Cl:24])=[CH:20][C:19]=1[Cl:25])[CH:11]1[CH2:16][CH2:15][O:14][CH2:13][CH2:12]1)=[O:4].O.O.[OH-].[Li+], predict the reaction product. The product is: [Cl:25][C:19]1[CH:20]=[C:21]([Cl:24])[CH:22]=[CH:23][C:18]=1[C:17]([N:10]([CH:11]1[CH2:16][CH2:15][O:14][CH2:13][CH2:12]1)[C:9]1[CH:8]=[C:7]([C:27]#[C:28][C:29]([CH3:32])([CH3:31])[CH3:30])[S:6][C:5]=1[C:3]([OH:4])=[O:2])=[O:26].